Task: Predict the reactants needed to synthesize the given product.. Dataset: Full USPTO retrosynthesis dataset with 1.9M reactions from patents (1976-2016) (1) Given the product [F:13][C:12]([F:15])([F:14])[C:4]1[CH:3]=[C:2]([C:21]2[CH:22]=[CH:23][C:18]([C:17]([F:28])([F:27])[F:16])=[CH:19][CH:20]=2)[C:10]2[NH:9][C:8](=[O:11])[NH:7][C:6]=2[CH:5]=1, predict the reactants needed to synthesize it. The reactants are: Br[C:2]1[C:10]2[NH:9][C:8](=[O:11])[NH:7][C:6]=2[CH:5]=[C:4]([C:12]([F:15])([F:14])[F:13])[CH:3]=1.[F:16][C:17]([F:28])([F:27])[C:18]1[CH:23]=[CH:22][C:21](B(O)O)=[CH:20][CH:19]=1. (2) Given the product [CH3:22][N:11]([CH2:10][C:2]1[N:3]([CH2:24][CH2:25][CH2:26][CH2:27][CH2:28][C:29]#[N:30])[C:4]2[CH:9]=[CH:8][CH:7]=[CH:6][C:5]=2[N:1]=1)[CH:12]1[C:21]2[N:20]=[CH:19][CH:18]=[CH:17][C:16]=2[CH2:15][CH2:14][CH2:13]1, predict the reactants needed to synthesize it. The reactants are: [NH:1]1[C:5]2[CH:6]=[CH:7][CH:8]=[CH:9][C:4]=2[N:3]=[C:2]1[CH2:10][N:11]([CH3:22])[CH:12]1[C:21]2[N:20]=[CH:19][CH:18]=[CH:17][C:16]=2[CH2:15][CH2:14][CH2:13]1.Br[CH2:24][CH2:25][CH2:26][CH2:27][CH2:28][C:29]#[N:30].CN(CC1N(CC2C=NC=CC=2)C2C=CC=CC=2N=1)C1C2N=CC=CC=2CCC1.